From a dataset of Full USPTO retrosynthesis dataset with 1.9M reactions from patents (1976-2016). Predict the reactants needed to synthesize the given product. (1) Given the product [Cl:23][C:22]1[C:13]([CH:2]([C:1]#[N:5])[C:3]#[N:4])=[N:14][C:15]2[C:20]([N:21]=1)=[CH:19][CH:18]=[CH:17][CH:16]=2, predict the reactants needed to synthesize it. The reactants are: [C:1](#[N:5])[CH2:2][C:3]#[N:4].C(=O)([O-])[O-].[Cs+].[Cs+].Cl[C:13]1[C:22]([Cl:23])=[N:21][C:20]2[C:15](=[CH:16][CH:17]=[CH:18][CH:19]=2)[N:14]=1. (2) Given the product [C:1]1([C:7]2[CH:12]=[CH:11][N:10]=[C:9]([C:18]#[N:19])[CH:8]=2)[CH:6]=[CH:5][CH:4]=[CH:3][CH:2]=1, predict the reactants needed to synthesize it. The reactants are: [C:1]1([C:7]2[CH:12]=[CH:11][N+:10]([O-])=[CH:9][CH:8]=2)[CH:6]=[CH:5][CH:4]=[CH:3][CH:2]=1.C[Si]([C:18]#[N:19])(C)C.C(Cl)(=O)C.C([O-])([O-])=O.[Na+].[Na+]. (3) Given the product [N:1]12[CH2:8][CH2:7][C:4]([O:9][C:10](=[O:25])[NH:11][C:12]3[CH:17]=[C:16](/[CH:28]=[CH:27]/[CH2:26][N:29]([C:30]([O:31][C:32]([CH3:35])([CH3:34])[CH3:33])=[O:36])[CH3:37])[CH:15]=[CH:14][C:13]=3[C:19]3[CH:24]=[CH:23][CH:22]=[CH:21][CH:20]=3)([CH2:5][CH2:6]1)[CH2:3][CH2:2]2, predict the reactants needed to synthesize it. The reactants are: [N:1]12[CH2:8][CH2:7][C:4]([O:9][C:10](=[O:25])[NH:11][C:12]3[CH:17]=[C:16](Br)[CH:15]=[CH:14][C:13]=3[C:19]3[CH:24]=[CH:23][CH:22]=[CH:21][CH:20]=3)([CH2:5][CH2:6]1)[CH2:3][CH2:2]2.[CH2:26]([N:29]([CH3:37])[C:30](=[O:36])[O:31][C:32]([CH3:35])([CH3:34])[CH3:33])[CH:27]=[CH2:28].C1(C)C=CC=CC=1P(C1C=CC=CC=1C)C1C=CC=CC=1C.C(N(CC)C(C)C)(C)C. (4) Given the product [CH2:1]([O:8][C:9](=[O:24])[NH:10][C:11]1[CH:16]=[CH:15][C:14]([CH2:17][Br:25])=[CH:13][C:12]=1[O:19][C:20]([F:23])([F:22])[F:21])[C:2]1[CH:7]=[CH:6][CH:5]=[CH:4][CH:3]=1, predict the reactants needed to synthesize it. The reactants are: [CH2:1]([O:8][C:9](=[O:24])[NH:10][C:11]1[CH:16]=[CH:15][C:14]([CH2:17]O)=[CH:13][C:12]=1[O:19][C:20]([F:23])([F:22])[F:21])[C:2]1[CH:7]=[CH:6][CH:5]=[CH:4][CH:3]=1.[Br:25]N1C(=O)CCC1=O.C1C=CC(P(C2C=CC=CC=2)C2C=CC=CC=2)=CC=1. (5) Given the product [C:8]([O:12][C:6](=[O:7])[NH:5][S:2]([N:39]1[CH2:38][CH2:37][C:36]([OH:42])([C:34]2[S:35][C:31]([C:16]3[CH:17]=[C:18]([NH:20][C:21]4[N:26]=[C:25]([C:27]([F:30])([F:28])[F:29])[CH:24]=[CH:23][N:22]=4)[CH:19]=[C:14]([CH3:13])[CH:15]=3)=[CH:32][N:33]=2)[CH2:41][CH2:40]1)(=[O:4])=[O:3])([CH3:11])([CH3:10])[CH3:9], predict the reactants needed to synthesize it. The reactants are: Cl[S:2]([N:5]=[C:6]=[O:7])(=[O:4])=[O:3].[C:8]([OH:12])([CH3:11])([CH3:10])[CH3:9].[CH3:13][C:14]1[CH:15]=[C:16]([C:31]2[S:35][C:34]([C:36]3([OH:42])[CH2:41][CH2:40][NH:39][CH2:38][CH2:37]3)=[N:33][CH:32]=2)[CH:17]=[C:18]([NH:20][C:21]2[N:26]=[C:25]([C:27]([F:30])([F:29])[F:28])[CH:24]=[CH:23][N:22]=2)[CH:19]=1.C(N(CC)CC)C.